Dataset: Reaction yield outcomes from USPTO patents with 853,638 reactions. Task: Predict the reaction yield, written as a fraction of the theoretical maximum amount of product (1.0 means a 100% yield; for example, 0.34 means a 34% yield). (1) The reactants are [O:1]=[C:2]1[NH:6][C:5](=[O:7])[CH:4]([CH2:8][C:9]2[CH:28]=[CH:27][C:12]([O:13][CH2:14][CH2:15][O:16][C:17]3[CH:26]=[CH:25][C:20]([C:21]([O:23]C)=[O:22])=[CH:19][CH:18]=3)=[CH:11][CH:10]=2)[S:3]1.Cl. The catalyst is CC(O)=O. The product is [O:1]=[C:2]1[NH:6][C:5](=[O:7])[CH:4]([CH2:8][C:9]2[CH:10]=[CH:11][C:12]([O:13][CH2:14][CH2:15][O:16][C:17]3[CH:26]=[CH:25][C:20]([C:21]([OH:23])=[O:22])=[CH:19][CH:18]=3)=[CH:27][CH:28]=2)[S:3]1. The yield is 0.990. (2) The reactants are [C:1]([O:7][CH3:8])(=[O:6])[CH2:2][C:3]([CH3:5])=O.[CH2:9]([NH2:16])[C:10]1[CH:15]=[CH:14][CH:13]=[CH:12][CH:11]=1.C(O)(=O)C. The catalyst is CO. The product is [CH2:9]([NH:16][CH:3]([CH3:5])[CH2:2][C:1]([O:7][CH3:8])=[O:6])[C:10]1[CH:15]=[CH:14][CH:13]=[CH:12][CH:11]=1. The yield is 0.158. (3) The reactants are [F:1][C:2]1[C:3]2[N:4]([C:8]([CH3:25])=[C:9]([CH2:11][C@@H:12]3[CH2:17][CH2:16][CH2:15][CH2:14][N:13]3C(OC(C)(C)C)=O)[N:10]=2)[CH:5]=[CH:6][CH:7]=1.C(O)(C(F)(F)F)=O. The catalyst is C(Cl)Cl. The product is [F:1][C:2]1[C:3]2[N:4]([C:8]([CH3:25])=[C:9]([CH2:11][C@@H:12]3[CH2:17][CH2:16][CH2:15][CH2:14][NH:13]3)[N:10]=2)[CH:5]=[CH:6][CH:7]=1. The yield is 0.910. (4) The reactants are [F:1][C:2]1[CH:28]=[CH:27][C:5]([CH2:6][N:7]2[C:19](=[O:20])[C:18]3[C:17]([O:21][CH2:22][O:23][CH3:24])=[C:16]4[C:11]([CH:12]=[CH:13][CH:14]=[N:15]4)=[C:10]([OH:25])[C:9]=3[C:8]2=[O:26])=[CH:4][CH:3]=1.C(N(CC)C(C)C)(C)C.[F:38][C:39]([F:52])([F:51])[S:40](O[S:40]([C:39]([F:52])([F:51])[F:38])(=[O:42])=[O:41])(=[O:42])=[O:41]. The catalyst is ClCCl. The product is [F:1][C:2]1[CH:3]=[CH:4][C:5]([CH2:6][N:7]2[C:19](=[O:20])[C:18]3[C:17]([O:21][CH2:22][O:23][CH3:24])=[C:16]4[C:11]([CH:12]=[CH:13][CH:14]=[N:15]4)=[C:10]([O:25][S:40]([C:39]([F:52])([F:51])[F:38])(=[O:42])=[O:41])[C:9]=3[C:8]2=[O:26])=[CH:27][CH:28]=1. The yield is 0.330. (5) The reactants are Br[C:2]1[CH:3]=[C:4]([NH:9][S:10]([CH3:13])(=[O:12])=[O:11])[CH:5]=[C:6]([F:8])[CH:7]=1.[B:14]1([B:14]2[O:18][C:17]([CH3:20])([CH3:19])[C:16]([CH3:22])([CH3:21])[O:15]2)[O:18][C:17]([CH3:20])([CH3:19])[C:16]([CH3:22])([CH3:21])[O:15]1.CC([O-])=O.[K+]. The catalyst is O1CCOCC1.C1C=CC(P(C2C=CC=CC=2)[C-]2C=CC=C2)=CC=1.C1C=CC(P(C2C=CC=CC=2)[C-]2C=CC=C2)=CC=1.Cl[Pd]Cl.[Fe+2]. The product is [F:8][C:6]1[CH:5]=[C:4]([NH:9][S:10]([CH3:13])(=[O:12])=[O:11])[CH:3]=[C:2]([B:14]2[O:18][C:17]([CH3:20])([CH3:19])[C:16]([CH3:22])([CH3:21])[O:15]2)[CH:7]=1. The yield is 0.890. (6) The reactants are [OH-:1].[Li+].[CH2:3]([N:10]1[C@@H:15]2[C@H:16]([C:18]3[N:22](C)[N:21](C(OC)=O)[NH:20][N:19]=3)[CH2:17][C@@:11]1([C:44]1[CH:49]=[CH:48][CH:47]=[CH:46][CH:45]=1)[C@H:12]([O:28][CH2:29][C:30]1[CH:35]=[C:34]([C:36]([F:39])([F:38])[F:37])[CH:33]=[C:32]([C:40]([F:43])([F:42])[F:41])[CH:31]=1)[CH2:13][CH2:14]2)[C:4]1[CH:9]=[CH:8][CH:7]=[CH:6][CH:5]=1.[CH2:50]1[CH2:54][O:53]CC1. The catalyst is O. The product is [CH2:3]([N:10]1[C@@H:15]2[C@H:16]([C:18]3[N:19]=[N:20][N:21]([CH2:50][C:54]([OH:1])=[O:53])[N:22]=3)[CH2:17][C@@:11]1([C:44]1[CH:49]=[CH:48][CH:47]=[CH:46][CH:45]=1)[C@H:12]([O:28][CH2:29][C:30]1[CH:35]=[C:34]([C:36]([F:39])([F:38])[F:37])[CH:33]=[C:32]([C:40]([F:41])([F:43])[F:42])[CH:31]=1)[CH2:13][CH2:14]2)[C:4]1[CH:9]=[CH:8][CH:7]=[CH:6][CH:5]=1. The yield is 0.940. (7) The reactants are CC1(C)C(C)(C)OB([C:9]2[CH:10]=[C:11]3[C:16](=[CH:17][CH:18]=2)[C:15](=[O:19])[NH:14][CH2:13][CH2:12]3)O1.I[C:22]1[CH:23]=[C:24]2[C:29](=[CH:30][CH:31]=1)[C:28](=[O:32])[N:27]([CH2:33][CH2:34][N:35]1[CH2:39][CH2:38][CH2:37][C@H:36]1[CH3:40])[CH2:26][CH2:25]2.C(=O)([O-])[O-].[Na+].[Na+]. The catalyst is C1C=CC([P]([Pd]([P](C2C=CC=CC=2)(C2C=CC=CC=2)C2C=CC=CC=2)([P](C2C=CC=CC=2)(C2C=CC=CC=2)C2C=CC=CC=2)[P](C2C=CC=CC=2)(C2C=CC=CC=2)C2C=CC=CC=2)(C2C=CC=CC=2)C2C=CC=CC=2)=CC=1. The product is [CH3:40][C@@H:36]1[CH2:37][CH2:38][CH2:39][N:35]1[CH2:34][CH2:33][N:27]1[CH2:26][CH2:25][C:24]2[C:29](=[CH:30][CH:31]=[C:22]([C:9]3[CH:10]=[C:11]4[C:16](=[CH:17][CH:18]=3)[C:15](=[O:19])[NH:14][CH2:13][CH2:12]4)[CH:23]=2)[C:28]1=[O:32]. The yield is 0.320.